This data is from Human liver microsome stability data. The task is: Regression/Classification. Given a drug SMILES string, predict its absorption, distribution, metabolism, or excretion properties. Task type varies by dataset: regression for continuous measurements (e.g., permeability, clearance, half-life) or binary classification for categorical outcomes (e.g., BBB penetration, CYP inhibition). Dataset: hlm. The drug is COc1ccc(O)c(CNCCCNc2ccnc3cc(Cl)ccc23)c1. The result is 0 (unstable in human liver microsomes).